From a dataset of Reaction yield outcomes from USPTO patents with 853,638 reactions. Predict the reaction yield, written as a fraction of the theoretical maximum amount of product (1.0 means a 100% yield; for example, 0.34 means a 34% yield). The reactants are Cl[C:2]1[C:7]([N+:8]([O-:10])=[O:9])=[CH:6][N:5]=[C:4]2[CH:11]=[CH:12][S:13][C:3]=12.[NH2:14][C@H:15]1[CH2:20][CH2:19][C@H:18]([OH:21])[CH2:17][CH2:16]1.C(N(CC)C(C)C)(C)C. The catalyst is C(O)(C)C. The product is [N+:8]([C:7]1[C:2]([NH:14][C@H:15]2[CH2:20][CH2:19][C@H:18]([OH:21])[CH2:17][CH2:16]2)=[C:3]2[S:13][CH:12]=[CH:11][C:4]2=[N:5][CH:6]=1)([O-:10])=[O:9]. The yield is 0.410.